Dataset: Reaction yield outcomes from USPTO patents with 853,638 reactions. Task: Predict the reaction yield, written as a fraction of the theoretical maximum amount of product (1.0 means a 100% yield; for example, 0.34 means a 34% yield). (1) The reactants are [O:1]=[C:2]1[C:6]([C:7]([O:9][CH2:10][CH3:11])=[O:8])=[CH:5][NH:4][N:3]1[C:12]1[CH:17]=[CH:16][CH:15]=[CH:14][CH:13]=1.F[C:19](F)(F)S(OC)(=O)=O. The catalyst is ClCCl. The product is [CH3:19][N:4]1[CH:5]=[C:6]([C:7]([O:9][CH2:10][CH3:11])=[O:8])[C:2](=[O:1])[N:3]1[C:12]1[CH:17]=[CH:16][CH:15]=[CH:14][CH:13]=1. The yield is 0.210. (2) The reactants are C(OC([N:8]1[CH2:13][CH2:12][CH:11]([CH2:14][O:15][C:16]2[CH:25]=[C:24]3[C:19]([C:20]([NH:26][C:27]4[C:32]([F:33])=[CH:31][C:30]([Cl:34])=[CH:29][C:28]=4[F:35])=[N:21][CH:22]=[N:23]3)=[CH:18][C:17]=2[O:36][CH3:37])[CH2:10][CH2:9]1)=O)(C)(C)C.C(O)(C(F)(F)F)=O. The catalyst is C(Cl)Cl. The product is [Cl:34][C:30]1[CH:31]=[C:32]([F:33])[C:27]([NH:26][C:20]2[C:19]3[C:24](=[CH:25][C:16]([O:15][CH2:14][CH:11]4[CH2:12][CH2:13][NH:8][CH2:9][CH2:10]4)=[C:17]([O:36][CH3:37])[CH:18]=3)[N:23]=[CH:22][N:21]=2)=[C:28]([F:35])[CH:29]=1. The yield is 0.260. (3) The reactants are Br[C:2]1[CH:7]=[C:6]([CH3:8])[CH:5]=[CH:4][C:3]=1[C:9]([O:14]COC)([CH2:12][F:13])[CH2:10][F:11].[Li]CCCC.[B:23](OC(C)C)(OC(C)C)[O:24]C(C)C. The catalyst is C1COCC1. The product is [F:11][CH2:10][C:9]1([CH2:12][F:13])[O:14][B:23]([OH:24])[C:2]2[CH:7]=[C:6]([CH3:8])[CH:5]=[CH:4][C:3]1=2. The yield is 0.600. (4) The reactants are [CH3:1][O:2][C:3]([C:5]1[C:10]([C:11]([O:13]CC)=[CH2:12])=[C:9]([NH2:16])[N:8]=[C:7]([C:17]2[CH:22]=[CH:21][C:20]([Cl:23])=[C:19]([O:24][CH3:25])[C:18]=2[F:26])[N:6]=1)=[O:4].Cl. The catalyst is C1COCC1. The product is [CH3:1][O:2][C:3]([C:5]1[C:10]([C:11](=[O:13])[CH3:12])=[C:9]([NH2:16])[N:8]=[C:7]([C:17]2[CH:22]=[CH:21][C:20]([Cl:23])=[C:19]([O:24][CH3:25])[C:18]=2[F:26])[N:6]=1)=[O:4]. The yield is 0.940. (5) The product is [Cl:1][C:2]1[CH:3]=[CH:4][C:5]([C:8]2[C:14]3[CH:15]=[C:16]([OH:19])[CH:17]=[CH:18][C:13]=3[N:12]3[C:20]([CH3:23])=[N:21][N:22]=[C:11]3[C@H:10]([CH2:24][C:25]([NH:31][CH2:29][CH3:30])=[O:26])[N:9]=2)=[CH:6][CH:7]=1. The yield is 0.490. The catalyst is CN(C=O)C.CCOC(C)=O. The reactants are [Cl:1][C:2]1[CH:7]=[CH:6][C:5]([C:8]2[C:14]3[CH:15]=[C:16]([OH:19])[CH:17]=[CH:18][C:13]=3[N:12]3[C:20]([CH3:23])=[N:21][N:22]=[C:11]3[C@H:10]([CH2:24][C:25](O)=[O:26])[N:9]=2)=[CH:4][CH:3]=1.Cl.[CH2:29]([NH2:31])[CH3:30].CN(C(ON1N=NC2C=CC=NC1=2)=[N+](C)C)C.F[P-](F)(F)(F)(F)F.CCN(C(C)C)C(C)C.